Predict the product of the given reaction. From a dataset of Forward reaction prediction with 1.9M reactions from USPTO patents (1976-2016). (1) Given the reactants C(OC(=O)[N:7]([S:13]([C:16]1[CH:21]=[C:20]([Cl:22])[C:19]([O:23][C:24]2[CH:25]=[N:26][C:27](Cl)=[CH:28][C:29]=2[C:30]2[CH:31]=[N:32][CH:33]=[CH:34][CH:35]=2)=[CH:18][C:17]=1[F:37])(=[O:15])=[O:14])[C:8]1[S:9][CH:10]=[CH:11][N:12]=1)(C)(C)C.[F:39][C:40]1[CH:41]=[C:42](B(O)O)[CH:43]=[CH:44][CH:45]=1.C([O-])([O-])=O.[Na+].[Na+].O, predict the reaction product. The product is: [Cl:22][C:20]1[C:19]([O:23][C:24]2[CH:25]=[N:26][C:27]([C:44]3[CH:43]=[CH:42][CH:41]=[C:40]([F:39])[CH:45]=3)=[CH:28][C:29]=2[C:30]2[CH:31]=[N:32][CH:33]=[CH:34][CH:35]=2)=[CH:18][C:17]([F:37])=[C:16]([S:13]([NH:7][C:8]2[S:9][CH:10]=[CH:11][N:12]=2)(=[O:15])=[O:14])[CH:21]=1. (2) Given the reactants [Cl:1][C:2]1[CH:7]=[CH:6][C:5]([S:8]([N:11]2[CH2:16][CH2:15][CH:14]([CH2:17][N:18]3[C:26]4[C:21](=[CH:22][C:23]([C:27]5[CH:28]=[N:29][N:30](C6CCCCO6)[CH:31]=5)=[CH:24][CH:25]=4)[CH:20]=[CH:19]3)[CH2:13][CH2:12]2)(=[O:10])=[O:9])=[CH:4][CH:3]=1.O.C1(C)C=CC(S(O)(=O)=O)=CC=1, predict the reaction product. The product is: [Cl:1][C:2]1[CH:3]=[CH:4][C:5]([S:8]([N:11]2[CH2:16][CH2:15][CH:14]([CH2:17][N:18]3[C:26]4[C:21](=[CH:22][C:23]([C:27]5[CH:31]=[N:30][NH:29][CH:28]=5)=[CH:24][CH:25]=4)[CH:20]=[CH:19]3)[CH2:13][CH2:12]2)(=[O:10])=[O:9])=[CH:6][CH:7]=1. (3) Given the reactants O.[NH2:2][NH2:3].[NH2:4][C:5]1[C:6]([C:12]([O:14]C)=O)=[N:7][C:8]([Br:11])=[CH:9][N:10]=1.NN, predict the reaction product. The product is: [NH2:4][C:5]1[C:6]([C:12]([NH:2][NH2:3])=[O:14])=[N:7][C:8]([Br:11])=[CH:9][N:10]=1. (4) Given the reactants [Cl:1][C:2]1[CH:3]=[C:4]([CH2:17][C:18]2[O:22][C:21]([C:23]([NH:25][CH2:26][CH:27]3[CH2:32][CH2:31][N:30](C(OC(C)(C)C)=O)[CH2:29][CH2:28]3)=[O:24])=[CH:20][CH:19]=2)[C:5]2[O:9][C:8]([C:10]3[CH:15]=[CH:14][CH:13]=[CH:12][CH:11]=3)=[CH:7][C:6]=2[CH:16]=1, predict the reaction product. The product is: [ClH:1].[Cl:1][C:2]1[CH:3]=[C:4]([CH2:17][C:18]2[O:22][C:21]([C:23]([NH:25][CH2:26][CH:27]3[CH2:32][CH2:31][NH:30][CH2:29][CH2:28]3)=[O:24])=[CH:20][CH:19]=2)[C:5]2[O:9][C:8]([C:10]3[CH:11]=[CH:12][CH:13]=[CH:14][CH:15]=3)=[CH:7][C:6]=2[CH:16]=1. (5) Given the reactants [Cl:1][C:2]1[CH:15]=[CH:14][C:5]([C:6]([NH:8][CH2:9][CH:10]2[CH2:13][CH2:12][CH2:11]2)=[O:7])=[CH:4][N:3]=1.[CH:16]([Mg]Cl)([CH3:18])[CH3:17].CO.ClC1C(=O)C(C#N)=C(C#N)C(=O)C=1Cl, predict the reaction product. The product is: [CH3:2][CH2:15][CH2:14][CH:5]([CH3:6])[CH3:4].[Cl:1][C:2]1[CH:15]=[C:14]([CH:16]([CH3:18])[CH3:17])[C:5]([C:6]([NH:8][CH2:9][CH:10]2[CH2:13][CH2:12][CH2:11]2)=[O:7])=[CH:4][N:3]=1.